This data is from Full USPTO retrosynthesis dataset with 1.9M reactions from patents (1976-2016). The task is: Predict the reactants needed to synthesize the given product. (1) Given the product [CH2:1]([O:3][C:4]([C:6]1[C:7]([O:11][CH2:12][C:13]2[CH:18]=[CH:17][CH:16]=[CH:15][CH:14]=2)=[N:8][N:9]([CH2:50][O:51][CH2:30][C:31]2[CH:32]=[CH:33][CH:34]=[CH:35][CH:36]=2)[CH:10]=1)=[O:5])[CH3:2], predict the reactants needed to synthesize it. The reactants are: [CH2:1]([O:3][C:4]([C:6]1[C:7]([O:11][CH2:12][C:13]2[CH:18]=[CH:17][CH:16]=[CH:15][CH:14]=2)=[N:8][NH:9][CH:10]=1)=[O:5])[CH3:2].[CH2:30](C(OC(Cl)[CH2:30][C:31]1[CH:36]=[CH:35][CH:34]=[CH:33][CH:32]=1)Cl)[C:31]1[CH:36]=[CH:35][CH:34]=[CH:33][CH:32]=1.C(N(CC)C(C)C)(C)C.Cl.CN(C)[CH:50]=[O:51]. (2) Given the product [Cl:1][C:2]1[CH:10]=[C:9]2[C:5]([C:6]([C:11]([N:13]3[CH2:14][CH2:15][CH:16]([C:19]4[CH:24]=[CH:23][CH:22]=[CH:21][C:20]=4[C:25]([F:28])([F:27])[F:26])[CH2:17][CH2:18]3)=[O:12])=[CH:7][N:8]2[CH2:30][C:31]([NH:33][CH3:34])=[O:32])=[CH:4][CH:3]=1, predict the reactants needed to synthesize it. The reactants are: [Cl:1][C:2]1[CH:10]=[C:9]2[C:5]([C:6]([C:11]([N:13]3[CH2:18][CH2:17][CH:16]([C:19]4[CH:24]=[CH:23][CH:22]=[CH:21][C:20]=4[C:25]([F:28])([F:27])[F:26])[CH2:15][CH2:14]3)=[O:12])=[CH:7][NH:8]2)=[CH:4][CH:3]=1.Cl[CH2:30][C:31]([NH:33][CH3:34])=[O:32].